Dataset: Catalyst prediction with 721,799 reactions and 888 catalyst types from USPTO. Task: Predict which catalyst facilitates the given reaction. (1) The catalyst class is: 1. Product: [C:1]([O:5][C:6](=[O:20])[NH:7][C:8]1[CH:13]=[CH:12][CH:11]=[CH:10][C:9]=1[C:14](=[O:19])[C:25]1[CH:26]=[CH:27][C:22]([Cl:21])=[CH:23][CH:24]=1)([CH3:2])([CH3:3])[CH3:4]. Reactant: [C:1]([O:5][C:6](=[O:20])[NH:7][C:8]1[CH:13]=[CH:12][CH:11]=[CH:10][C:9]=1[C:14](=[O:19])N(OC)C)([CH3:4])([CH3:3])[CH3:2].[Cl:21][C:22]1[CH:27]=[CH:26][C:25]([Mg]Br)=[CH:24][CH:23]=1. (2) Reactant: [CH2:1]([N:5]1[CH2:10][CH2:9][CH2:8][CH2:7][CH:6]1[C:11]([NH2:13])=O)[CH:2]([CH3:4])[CH3:3].[H-].[Al+3].[Li+].[H-].[H-].[H-]. Product: [CH2:1]([N:5]1[CH2:10][CH2:9][CH2:8][CH2:7][CH:6]1[CH2:11][NH2:13])[CH:2]([CH3:4])[CH3:3]. The catalyst class is: 1. (3) Reactant: [F:1][C:2]1[CH:7]=[CH:6][C:5]([N:8]2[CH2:13][CH2:12][N:11]([S:14](/[CH:17]=[CH:18]/[C:19]#[C:20][CH2:21][C:22]3[CH:27]=[CH:26][CH:25]=[CH:24][CH:23]=3)(=[O:16])=[O:15])[CH2:10][CH2:9]2)=[CH:4][CH:3]=1.[NH2:28][OH:29]. Product: [F:1][C:2]1[CH:3]=[CH:4][C:5]([N:8]2[CH2:13][CH2:12][N:11]([S:14]([CH2:17][CH:18]([NH:28][OH:29])[C:19]#[C:20][CH2:21][C:22]3[CH:23]=[CH:24][CH:25]=[CH:26][CH:27]=3)(=[O:16])=[O:15])[CH2:10][CH2:9]2)=[CH:6][CH:7]=1. The catalyst class is: 49.